Dataset: Forward reaction prediction with 1.9M reactions from USPTO patents (1976-2016). Task: Predict the product of the given reaction. Given the reactants BrC1C=C[C:5](NCC(OC)=O)=[N:6]C=1.[F:14][C:15]1[CH:23]=[CH:22][CH:21]=[C:20]2[C:16]=1[C:17]([CH:25]=O)=[CH:18][N:19]2[CH3:24].CN1C2C(=CC=CC=2)C(C)=C1C=O, predict the reaction product. The product is: [F:14][C:15]1[CH:23]=[CH:22][CH:21]=[C:20]2[C:16]=1[C:17]([CH2:25][NH:6][CH3:5])=[CH:18][N:19]2[CH3:24].